Task: Predict the reactants needed to synthesize the given product.. Dataset: Full USPTO retrosynthesis dataset with 1.9M reactions from patents (1976-2016) (1) Given the product [Br:1][C:2]1[CH:3]=[C:4]([N+:9]([O-:11])=[O:10])[C:5](=[O:8])[N:6]([CH3:12])[CH:7]=1, predict the reactants needed to synthesize it. The reactants are: [Br:1][C:2]1[CH:3]=[C:4]([N+:9]([O-:11])=[O:10])[C:5](=[O:8])[NH:6][CH:7]=1.[CH3:12]N(C=O)C.C(=O)([O-])[O-].[K+].[K+].CI. (2) Given the product [F:1][C:2]([F:10])([F:9])[CH2:3][CH2:4][S:5]([O:30][C:27]1[CH:26]=[CH:25][C:24]([C:23]2[N:19]([C:13]3[CH:14]=[CH:15][C:16]([Cl:18])=[CH:17][C:12]=3[Cl:11])[N:20]=[C:21]([C:32]([NH:34][CH:35]3[CH2:40][CH2:39][CH2:38][CH:37]([N:41]([CH3:43])[CH3:42])[CH2:36]3)=[O:33])[C:22]=2[CH3:31])=[CH:29][CH:28]=1)(=[O:7])=[O:6], predict the reactants needed to synthesize it. The reactants are: [F:1][C:2]([F:10])([F:9])[CH2:3][CH2:4][S:5](Cl)(=[O:7])=[O:6].[Cl:11][C:12]1[CH:17]=[C:16]([Cl:18])[CH:15]=[CH:14][C:13]=1[N:19]1[C:23]([C:24]2[CH:29]=[CH:28][C:27]([OH:30])=[CH:26][CH:25]=2)=[C:22]([CH3:31])[C:21]([C:32]([NH:34][CH:35]2[CH2:40][CH2:39][CH2:38][CH:37]([N:41]([CH3:43])[CH3:42])[CH2:36]2)=[O:33])=[N:20]1.O. (3) The reactants are: B(Br)(Br)Br.[CH3:5][C:6]1([CH:14]2[NH:20][C:19](=[O:21])[CH2:18][CH2:17][CH2:16][CH2:15]2)[CH:11]=[CH:10][CH:9]=[C:8]([O:12]C)[CH2:7]1. Given the product [CH3:5][C:6]1([CH:14]2[NH:20][C:19](=[O:21])[CH2:18][CH2:17][CH2:16][CH2:15]2)[CH:11]=[CH:10][CH:9]=[C:8]([OH:12])[CH2:7]1, predict the reactants needed to synthesize it. (4) Given the product [CH:1]1([N:5]2[CH2:6][CH2:7][C:8]3([CH2:15][CH2:14][N:13]([C:18]4[CH:25]=[CH:24][CH:23]=[CH:22][C:19]=4[CH:20]=[O:21])[CH2:12][CH2:11]3)[CH2:9][CH2:10]2)[CH2:4][CH2:3][CH2:2]1, predict the reactants needed to synthesize it. The reactants are: [CH:1]1([N:5]2[CH2:10][CH2:9][C:8]3([CH2:15][CH2:14][NH:13][CH2:12][CH2:11]3)[CH2:7][CH2:6]2)[CH2:4][CH2:3][CH2:2]1.C([C:18]1[CH:25]=[C:24](F)[CH:23]=[CH:22][C:19]=1[CH:20]=[O:21])C.C(=O)([O-])[O-].[K+].[K+].O. (5) Given the product [CH2:5]([C:7]1[C:8]([NH:27][C@@H:28]2[C:36]3[C:31](=[CH:32][CH:33]=[CH:34][CH:35]=3)[CH2:30][C@@H:29]2[O:37][CH2:2][CH2:3][F:4])=[N:9][C:10]([CH2:25][CH3:26])=[C:11]([C:13]2[C:22]([O:23][CH3:24])=[CH:21][C:20]3[CH2:19][CH2:18][CH2:17][CH2:16][C:15]=3[CH:14]=2)[N:12]=1)[CH3:6], predict the reactants needed to synthesize it. The reactants are: Br[CH2:2][CH2:3][F:4].[CH2:5]([C:7]1[C:8]([NH:27][C@@H:28]2[C:36]3[C:31](=[CH:32][CH:33]=[CH:34][CH:35]=3)[CH2:30][C@@H:29]2[OH:37])=[N:9][C:10]([CH2:25][CH3:26])=[C:11]([C:13]2[C:22]([O:23][CH3:24])=[CH:21][C:20]3[CH2:19][CH2:18][CH2:17][CH2:16][C:15]=3[CH:14]=2)[N:12]=1)[CH3:6]. (6) The reactants are: Cl[C:2]1[CH:7]=[CH:6][C:5]([NH:8][C:9]([NH:11][C:12]2[CH:17]=[C:16]([C:18]3[C:29](=[O:30])[N:28]([CH3:31])[C:21]4[N:22]=[C:23](SC)[N:24]=[CH:25][C:20]=4[CH:19]=3)[CH:15]=[CH:14][C:13]=2[F:32])=[O:10])=[CH:4][C:3]=1[C:33]([F:36])([F:35])[F:34].[NH2:37][CH:38]([CH3:41])[CH2:39][OH:40]. Given the product [F:32][C:13]1[CH:14]=[CH:15][C:16]([C:18]2[C:29](=[O:30])[N:28]([CH3:31])[C:21]3[N:22]=[C:23]([NH:37][CH:38]([CH3:41])[CH2:39][OH:40])[N:24]=[CH:25][C:20]=3[CH:19]=2)=[CH:17][C:12]=1[NH:11][C:9]([NH:8][C:5]1[CH:6]=[CH:7][CH:2]=[C:3]([C:33]([F:36])([F:35])[F:34])[CH:4]=1)=[O:10], predict the reactants needed to synthesize it. (7) Given the product [CH2:1]([CH:8]1[CH2:12][CH2:11][CH2:10][N:9]1[C:13]1[N:22]=[CH:21][C:20]([Cl:23])=[CH:19][C:14]=1[C:15]([OH:17])=[O:16])[C:2]1[CH:7]=[CH:6][CH:5]=[CH:4][CH:3]=1, predict the reactants needed to synthesize it. The reactants are: [CH2:1]([CH:8]1[CH2:12][CH2:11][CH2:10][N:9]1[C:13]1[N:22]=[CH:21][C:20]([Cl:23])=[CH:19][C:14]=1[C:15]([O:17]C)=[O:16])[C:2]1[CH:7]=[CH:6][CH:5]=[CH:4][CH:3]=1.O.[OH-].[Li+]. (8) Given the product [CH2:1]([C:3]1[C:8]([O:9][CH2:10][C:11]([OH:13])=[O:12])=[CH:7][CH:6]=[C:5]([CH3:18])[N:4]=1)[CH3:2], predict the reactants needed to synthesize it. The reactants are: [CH2:1]([C:3]1[C:8]([O:9][CH2:10][C:11]([O:13]C(C)(C)C)=[O:12])=[CH:7][CH:6]=[C:5]([CH3:18])[N:4]=1)[CH3:2].C(O)(C(F)(F)F)=O.